The task is: Predict which catalyst facilitates the given reaction.. This data is from Catalyst prediction with 721,799 reactions and 888 catalyst types from USPTO. (1) Reactant: [CH2:1]([O:4][C@H:5]1[O:13][C@H:12]([CH2:14][OH:15])[C@@H:10]([OH:11])[C@H:8]([OH:9])[C@H:6]1[OH:7])[CH:2]=[CH2:3].[C:16]1([CH3:26])[CH:21]=[CH:20][C:19]([S:22](Cl)(=[O:24])=[O:23])=[CH:18][CH:17]=1. Product: [CH2:1]([O:4][C@H:5]1[O:13][C@H:12]([CH2:14][O:15][S:22]([C:19]2[CH:20]=[CH:21][C:16]([CH3:26])=[CH:17][CH:18]=2)(=[O:24])=[O:23])[C@@H:10]([OH:11])[C@H:8]([OH:9])[C@H:6]1[OH:7])[CH:2]=[CH2:3]. The catalyst class is: 537. (2) Reactant: [O:1]1[CH2:3][C@@H:2]1[CH2:4][O:5][C:6]1[CH:7]=[C:8]([C:12]2[C:20]3[C:15](=[N:16][CH:17]=[CH:18][CH:19]=3)[O:14][N:13]=2)[CH:9]=[CH:10][CH:11]=1.[S:21]1[C:29]2[CH2:28][CH2:27][NH:26][CH2:25][C:24]=2[CH:23]=[CH:22]1. Product: [S:21]1[C:29]2[CH2:28][CH2:27][N:26]([CH2:3][C@@H:2]([OH:1])[CH2:4][O:5][C:6]3[CH:11]=[CH:10][CH:9]=[C:8]([C:12]4[C:20]5[C:15](=[N:16][CH:17]=[CH:18][CH:19]=5)[O:14][N:13]=4)[CH:7]=3)[CH2:25][C:24]=2[CH:23]=[CH:22]1. The catalyst class is: 737. (3) Reactant: [F:1][C:2]1[CH:3]=[N:4][C:5]2[C:10]([C:11]=1[CH:12]([OH:31])[CH:13]([C:15]13[CH2:22][CH2:21][C:18]([NH:23][C:24](=[O:30])[O:25][C:26]([CH3:29])([CH3:28])[CH3:27])([CH2:19][CH2:20]1)[CH2:17][O:16]3)[OH:14])=[N:9][C:8]([O:32][CH3:33])=[CH:7][CH:6]=2.C(N(CC)CC)C.Cl[C:42](Cl)([O:44]C(=O)OC(Cl)(Cl)Cl)Cl. Product: [F:1][C:2]1[CH:3]=[N:4][C:5]2[C:10]([C:11]=1[CH:12]1[O:31][C:42](=[O:44])[O:14][CH:13]1[C:15]13[CH2:20][CH2:19][C:18]([NH:23][C:24](=[O:30])[O:25][C:26]([CH3:28])([CH3:29])[CH3:27])([CH2:21][CH2:22]1)[CH2:17][O:16]3)=[N:9][C:8]([O:32][CH3:33])=[CH:7][CH:6]=2. The catalyst class is: 4. (4) Product: [NH2:1][C:4]1[CH:5]=[CH:6][C:7]([CH:10]([CH3:14])[C:11]([OH:13])=[O:12])=[CH:8][CH:9]=1. The catalyst class is: 78. Reactant: [N+:1]([C:4]1[CH:9]=[CH:8][C:7]([CH:10]([CH3:14])[C:11]([OH:13])=[O:12])=[CH:6][CH:5]=1)([O-])=O. (5) Reactant: [O:1]1[CH:5]=[CH:4][CH:3]=[C:2]1[C:6]1[NH:10][C:9]2[C:11]([OH:18])=[CH:12][CH:13]=[C:14]([C:15]([OH:17])=O)[C:8]=2[N:7]=1.CN(C(ON1N=NC2C=CC=NC1=2)=[N+](C)C)C.F[P-](F)(F)(F)(F)F.[NH2:43][CH2:44][CH2:45][C:46]1[CH:47]=[C:48]([OH:53])[C:49]([OH:52])=[CH:50][CH:51]=1.CCN(C(C)C)C(C)C. Product: [OH:53][C:48]1[CH:47]=[C:46]([CH:51]=[CH:50][C:49]=1[OH:52])[CH2:45][CH2:44][NH:43][C:15]([C:14]1[C:8]2[N:7]=[C:6]([C:2]3[O:1][CH:5]=[CH:4][CH:3]=3)[NH:10][C:9]=2[C:11]([OH:18])=[CH:12][CH:13]=1)=[O:17]. The catalyst class is: 3. (6) Reactant: [Cl:1][C:2]1[CH:3]=[CH:4][C:5]2[N:9]=[C:8]([C:10]3[CH:11]=[CH:12][C:13]([N:16]4[CH2:21][CH2:20][CH:19]([CH2:22][O:23][C:24]5[CH:33]=[CH:32][C:31]([F:34])=[CH:30][C:25]=5[C:26]([O:28]C)=[O:27])[CH2:18][CH2:17]4)=[N:14][CH:15]=3)[NH:7][C:6]=2[CH:35]=1.[OH-].[Li+].C1COCC1.CO. Product: [Cl:1][C:2]1[CH:3]=[CH:4][C:5]2[N:9]=[C:8]([C:10]3[CH:11]=[CH:12][C:13]([N:16]4[CH2:21][CH2:20][CH:19]([CH2:22][O:23][C:24]5[CH:33]=[CH:32][C:31]([F:34])=[CH:30][C:25]=5[C:26]([OH:28])=[O:27])[CH2:18][CH2:17]4)=[N:14][CH:15]=3)[NH:7][C:6]=2[CH:35]=1. The catalyst class is: 6. (7) Reactant: [C:1]1([C:7]#[C:8][C:9]2[CH:10]=[C:11]([CH:14]=[O:15])[S:12][CH:13]=2)[CH:6]=[CH:5][CH:4]=[CH:3][CH:2]=1. Product: [CH2:8]([C:9]1[CH:10]=[C:11]([CH:14]=[O:15])[S:12][CH:13]=1)[CH2:7][C:1]1[CH:2]=[CH:3][CH:4]=[CH:5][CH:6]=1. The catalyst class is: 350.